Dataset: Full USPTO retrosynthesis dataset with 1.9M reactions from patents (1976-2016). Task: Predict the reactants needed to synthesize the given product. (1) Given the product [ClH:25].[CH2:18]([N:14]1[C:15](=[O:17])[CH:16]=[C:11]2[CH2:10][CH2:9][NH:8][C:12]2=[CH:13]1)[C:19]1[CH:20]=[CH:21][CH:22]=[CH:23][CH:24]=1, predict the reactants needed to synthesize it. The reactants are: C(OC([N:8]1[C:12]2=[CH:13][N:14]([CH2:18][C:19]3[CH:24]=[CH:23][CH:22]=[CH:21][CH:20]=3)[C:15](=[O:17])[CH:16]=[C:11]2[CH2:10][CH2:9]1)=O)(C)(C)C.[ClH:25]. (2) Given the product [Cl:3][C:4]1[N:9]=[C:8]([N:10]2[CH2:15][CH2:14][O:13][CH2:12][CH2:11]2)[CH:7]=[C:6]([C:16]2([S:17]([CH2:20][CH3:21])(=[O:19])=[O:18])[CH2:24][CH2:23]2)[N:5]=1, predict the reactants needed to synthesize it. The reactants are: [OH-].[Na+].[Cl:3][C:4]1[N:9]=[C:8]([N:10]2[CH2:15][CH2:14][O:13][CH2:12][CH2:11]2)[CH:7]=[C:6]([CH2:16][S:17]([CH2:20][CH3:21])(=[O:19])=[O:18])[N:5]=1.Br[CH2:23][CH2:24]Br. (3) Given the product [Cl:23][C:17]1[CH:18]=[C:19]([Cl:22])[CH:20]=[CH:21][C:16]=1[N:11]1[C:9]2=[N:10][C:6]3[CH:5]=[CH:4][CH:3]=[C:2]([CH:29]([OH:32])[CH2:30][CH3:31])[C:7]=3[N:8]2[CH2:15][CH2:14][CH2:13][CH2:12]1, predict the reactants needed to synthesize it. The reactants are: Br[C:2]1[C:7]2[N:8]3[CH2:15][CH2:14][CH2:13][CH2:12][N:11]([C:16]4[CH:21]=[CH:20][C:19]([Cl:22])=[CH:18][C:17]=4[Cl:23])[C:9]3=[N:10][C:6]=2[CH:5]=[CH:4][CH:3]=1.C([Li])CCC.[CH:29](=[O:32])[CH2:30][CH3:31].